This data is from Full USPTO retrosynthesis dataset with 1.9M reactions from patents (1976-2016). The task is: Predict the reactants needed to synthesize the given product. (1) The reactants are: [C:1]1([OH:7])[CH:6]=[CH:5][CH:4]=[CH:3][CH:2]=1.Cl[C:9]1[C:18]2[C:13](=[CH:14][C:15]([O:21][CH3:22])=[C:16]([O:19][CH3:20])[CH:17]=2)[CH:12]=[C:11]([NH:23][C:24]2[CH:28]=[C:27]([CH3:29])[NH:26][N:25]=2)[N:10]=1. Given the product [CH3:22][O:21][C:15]1[CH:14]=[C:13]2[C:18](=[CH:17][C:16]=1[O:19][CH3:20])[C:9]([O:7][C:1]1[CH:6]=[CH:5][CH:4]=[CH:3][CH:2]=1)=[N:10][C:11]([NH:23][C:24]1[CH:28]=[C:27]([CH3:29])[NH:26][N:25]=1)=[CH:12]2, predict the reactants needed to synthesize it. (2) Given the product [Cl-:1].[CH3:16][O:15][C:14]1[CH:13]=[CH:12][C:11]([S+:17]2[C:18]3[CH:29]=[CH:28][CH:27]=[CH:26][C:19]=3[C:20]3[CH:25]=[CH:24][CH:23]=[CH:22][C:21]2=3)=[CH:10][C:9]=1[CH2:8][C:7](=[O:30])[O:6][CH2:5][C:2](=[O:4])[O:3][CH2:32][C:33](=[O:34])[O:35][C:36]([C:39]1[CH:44]=[CH:43][CH:42]=[CH:41][CH:40]=1)([CH3:37])[CH3:38], predict the reactants needed to synthesize it. The reactants are: [Cl-:1].[C:2]([CH2:5][O:6][C:7](=[O:30])[CH2:8][C:9]1[CH:10]=[C:11]([S+:17]2[C:21]3[CH:22]=[CH:23][CH:24]=[CH:25][C:20]=3[C:19]3[CH:26]=[CH:27][CH:28]=[CH:29][C:18]2=3)[CH:12]=[CH:13][C:14]=1[O:15][CH3:16])([OH:4])=[O:3].Br[CH2:32][C:33]([O:35][C:36]([C:39]1[CH:44]=[CH:43][CH:42]=[CH:41][CH:40]=1)([CH3:38])[CH3:37])=[O:34].[I-].[Na+].C(=O)([O-])[O-].[Cs+].[Cs+]. (3) Given the product [NH2:23][C:19]1[CH:18]=[CH:17][CH:16]=[C:15]2[C:20]=1[CH:21]=[CH:22][N:13]([CH2:6][C:7]1[CH:12]=[CH:11][CH:10]=[CH:9][CH:8]=1)[C:14]2=[O:26], predict the reactants needed to synthesize it. The reactants are: O.O.[Sn](Cl)Cl.[CH2:6]([N:13]1[CH:22]=[CH:21][C:20]2[C:15](=[CH:16][CH:17]=[CH:18][C:19]=2[N+:23]([O-])=O)[C:14]1=[O:26])[C:7]1[CH:12]=[CH:11][CH:10]=[CH:9][CH:8]=1.C(=O)(O)[O-].[Na+]. (4) Given the product [N+:18]([C:21]1[CH:22]=[C:23]([NH:24][C:2]2[C:11]3[C:6](=[C:7]([C:12]4[CH:17]=[CH:16][CH:15]=[CH:14][CH:13]=4)[CH:8]=[CH:9][CH:10]=3)[CH:5]=[CH:4][N:3]=2)[CH:25]=[CH:26][CH:27]=1)([O-:20])=[O:19], predict the reactants needed to synthesize it. The reactants are: Cl[C:2]1[C:11]2[C:6](=[C:7]([C:12]3[CH:17]=[CH:16][CH:15]=[CH:14][CH:13]=3)[CH:8]=[CH:9][CH:10]=2)[CH:5]=[CH:4][N:3]=1.[N+:18]([C:21]1[CH:22]=[C:23]([CH:25]=[CH:26][CH:27]=1)[NH2:24])([O-:20])=[O:19].C(=O)([O-])[O-].[K+].[K+]. (5) Given the product [C:1]([N:5]1[CH2:31][CH2:30][CH2:29][C:8]2[C:9]([C:35]3[CH:34]=[N:33][CH:38]=[CH:37][CH:36]=3)=[C:10]3[C:19]4[CH:18]=[C:17]([C:20]5[CH:21]=[N:22][CH:23]=[CH:24][CH:25]=5)[C:16]([O:26][CH3:27])=[CH:15][C:14]=4[CH2:13][CH2:12][N:11]3[C:7]=2[C:6]1=[O:32])([CH3:4])([CH3:3])[CH3:2], predict the reactants needed to synthesize it. The reactants are: [C:1]([N:5]1[CH2:31][CH2:30][CH2:29][C:8]2[C:9](Br)=[C:10]3[C:19]4[CH:18]=[C:17]([C:20]5[CH:21]=[N:22][CH:23]=[CH:24][CH:25]=5)[C:16]([O:26][CH3:27])=[CH:15][C:14]=4[CH2:13][CH2:12][N:11]3[C:7]=2[C:6]1=[O:32])([CH3:4])([CH3:3])[CH3:2].[N:33]1[CH:38]=[CH:37][CH:36]=[C:35](B(O)O)[CH:34]=1.C([O-])([O-])=O.[K+].[K+]. (6) Given the product [CH3:13][C:14]1([CH3:30])[C:18]([CH3:20])([CH3:19])[O:17][B:16]([C:2]2[CH:3]=[C:4]([C:8]3[O:9][CH:10]=[N:11][N:12]=3)[CH:5]=[CH:6][CH:7]=2)[O:15]1, predict the reactants needed to synthesize it. The reactants are: Br[C:2]1[CH:3]=[C:4]([C:8]2[O:9][CH:10]=[N:11][N:12]=2)[CH:5]=[CH:6][CH:7]=1.[CH3:13][C:14]1([CH3:30])[C:18]([CH3:20])([CH3:19])[O:17][B:16]([B:16]2[O:17][C:18]([CH3:20])([CH3:19])[C:14]([CH3:30])([CH3:13])[O:15]2)[O:15]1.C([O-])(=O)C.[K+].CS(C)=O. (7) The reactants are: C(O[C:6]([NH:8][NH:9][C@H:10]1[CH2:15][CH2:14][C@@H:13]([C:16]2[O:20][N:19]=[C:18]([CH:21]([CH3:23])[CH3:22])[N:17]=2)[CH2:12][CH2:11]1)=O)(C)(C)C.[Cl:24][C:25]1[C:30](C=O)=[C:29](Cl)[N:28]=[CH:27][N:26]=1.C(N(C(C)C)CC)(C)C. Given the product [Cl:24][C:25]1[N:26]=[CH:27][N:28]=[C:29]2[N:9]([C@H:10]3[CH2:11][CH2:12][C@H:13]([C:16]4[O:20][N:19]=[C:18]([CH:21]([CH3:22])[CH3:23])[N:17]=4)[CH2:14][CH2:15]3)[N:8]=[CH:6][C:30]=12, predict the reactants needed to synthesize it.